This data is from Full USPTO retrosynthesis dataset with 1.9M reactions from patents (1976-2016). The task is: Predict the reactants needed to synthesize the given product. Given the product [CH2:6]([N:5]([CH2:8][CH3:9])[C:3](=[O:4])[CH2:2][N:10]([C:11]1[CH:16]=[CH:15][C:14]([CH3:17])=[CH:13][CH:12]=1)[S:26]([C:22]1[CH:23]=[CH:24][CH:25]=[C:20]([C:19]([F:18])([F:30])[F:31])[CH:21]=1)(=[O:28])=[O:27])[CH3:7], predict the reactants needed to synthesize it. The reactants are: Br[CH2:2][C:3]([N:5]([CH2:8][CH3:9])[CH2:6][CH3:7])=[O:4].[NH2:10][C:11]1[CH:16]=[CH:15][C:14]([CH3:17])=[CH:13][CH:12]=1.[F:18][C:19]([F:31])([F:30])[C:20]1[CH:21]=[C:22]([S:26](Cl)(=[O:28])=[O:27])[CH:23]=[CH:24][CH:25]=1.